Dataset: NCI-60 drug combinations with 297,098 pairs across 59 cell lines. Task: Regression. Given two drug SMILES strings and cell line genomic features, predict the synergy score measuring deviation from expected non-interaction effect. Cell line: LOX IMVI. Drug 2: C1CN(CCN1C(=O)CCBr)C(=O)CCBr. Drug 1: CC12CCC(CC1=CCC3C2CCC4(C3CC=C4C5=CN=CC=C5)C)O. Synergy scores: CSS=31.5, Synergy_ZIP=-11.6, Synergy_Bliss=-8.43, Synergy_Loewe=-6.04, Synergy_HSA=-3.64.